Task: Regression/Classification. Given a drug SMILES string, predict its toxicity properties. Task type varies by dataset: regression for continuous values (e.g., LD50, hERG inhibition percentage) or binary classification for toxic/non-toxic outcomes (e.g., AMES mutagenicity, cardiotoxicity, hepatotoxicity). Dataset: herg_karim.. Dataset: hERG potassium channel inhibition data for cardiac toxicity prediction from Karim et al. The compound is N#Cc1ccc(CCN2CCN(CCc3ccc4c(c3)COC4=O)CC2)cc1F. The result is 1 (blocker).